From a dataset of Reaction yield outcomes from USPTO patents with 853,638 reactions. Predict the reaction yield, written as a fraction of the theoretical maximum amount of product (1.0 means a 100% yield; for example, 0.34 means a 34% yield). The reactants are Br[C:2]1[CH:11]=[C:10]2[C:5]([CH:6]=[C:7]([NH:12][C:13]([CH:15]3[CH2:17][CH2:16]3)=[O:14])[N:8]=[CH:9]2)=[CH:4][CH:3]=1.[Cl:18][C:19]1[N:24]=[CH:23][C:22](B(O)O)=[C:21]([CH3:28])[CH:20]=1.C(=O)([O-])[O-].[Na+].[Na+]. The catalyst is C(#N)C.C(OCC)(=O)C.CC(P(C(C)(C)C)C1C=CC(N(C)C)=CC=1)(C)C.CC(P(C(C)(C)C)C1C=CC(N(C)C)=CC=1)(C)C.Cl[Pd]Cl. The product is [Cl:18][C:19]1[N:24]=[CH:23][C:22]([C:2]2[CH:11]=[C:10]3[C:5]([CH:6]=[C:7]([NH:12][C:13]([CH:15]4[CH2:17][CH2:16]4)=[O:14])[N:8]=[CH:9]3)=[CH:4][CH:3]=2)=[C:21]([CH3:28])[CH:20]=1. The yield is 0.800.